From a dataset of Catalyst prediction with 721,799 reactions and 888 catalyst types from USPTO. Predict which catalyst facilitates the given reaction. (1) Reactant: Br[C:2]1[C:11]2[CH2:10][O:9][C:8](=[O:12])[NH:7][C:6]=2[CH:5]=[CH:4][CH:3]=1.[C:13]([N:20]1[CH2:25][CH2:24][NH:23][CH2:22][CH2:21]1)([O:15][C:16]([CH3:19])([CH3:18])[CH3:17])=[O:14].C1C=CC(P(C2C(C3C(P(C4C=CC=CC=4)C4C=CC=CC=4)=CC=C4C=3C=CC=C4)=C3C(C=CC=C3)=CC=2)C2C=CC=CC=2)=CC=1.CC([O-])(C)C.[Na+]. Product: [C:16]([O:15][C:13]([N:20]1[CH2:25][CH2:24][N:23]([C:2]2[C:11]3[CH2:10][O:9][C:8](=[O:12])[NH:7][C:6]=3[CH:5]=[CH:4][CH:3]=2)[CH2:22][CH2:21]1)=[O:14])([CH3:19])([CH3:17])[CH3:18]. The catalyst class is: 101. (2) The catalyst class is: 57. Product: [CH3:69][O:74][C:29](=[O:28])[NH:30][CH:31]([C:35]([N:37]1[CH:42]([C:43]2[NH:44][C:45]([C:48]3[CH:57]=[CH:56][C:55]4[C:50](=[CH:51][CH:52]=[C:53]([C:21]5[CH:22]=[CH:23][C:18]([C:15]6[NH:14][C:13]([CH:9]7[CH2:10][CH2:11][CH2:12][N:8]7[C:6](=[O:7])[CH:5]([NH:4][C:3]([O:2][CH3:1])=[O:26])[CH3:25])=[N:17][CH:16]=6)=[CH:19][CH:20]=5)[CH:54]=4)[CH:49]=3)=[CH:46][N:47]=2)[CH:41]2[CH2:67][CH:38]1[CH2:39][CH2:40]2)=[O:36])[CH:32]([CH3:33])[CH3:34]. Reactant: [CH3:1][O:2][C:3](=[O:26])[NH:4][CH:5]([CH3:25])[C:6]([N:8]1[CH2:12][CH2:11][CH2:10][CH:9]1[C:13]1[NH:14][C:15]([C:18]2[CH:23]=[CH:22][C:21](Br)=[CH:20][CH:19]=2)=[CH:16][N:17]=1)=[O:7].C[O:28][C:29](=O)[NH:30][CH:31]([C:35]([N:37]1[CH:42]([C:43]2[NH:44][C:45]([C:48]3[CH:57]=[CH:56][C:55]4[C:50](=[CH:51][CH:52]=[C:53](B5OC(C)(C)C(C)(C)O5)[CH:54]=4)[CH:49]=3)=[CH:46][N:47]=2)[CH:41]2[CH2:67][CH:38]1[CH2:39][CH2:40]2)=[O:36])[CH:32]([CH3:34])[CH3:33].[C:69]([O-])(O)=O.[Na+].[OH2:74]. (3) Reactant: [C:1]([N:4]1[C:8]2[CH:9]=[CH:10][CH:11]=[CH:12][C:7]=2[NH:6][C:5]1=[O:13])([CH3:3])=[CH2:2].[C:14]([O:18][CH2:19][CH3:20])(=[O:17])[CH:15]=[CH2:16].[OH-].C([N+](C)(C)C)C1C=CC=CC=1.CO. Product: [CH2:19]([O:18][C:14](=[O:17])[CH2:15][CH2:16][N:6]1[C:7]2[CH:12]=[CH:11][CH:10]=[CH:9][C:8]=2[N:4]([C:1]([CH3:3])=[CH2:2])[C:5]1=[O:13])[CH3:20]. The catalyst class is: 39. (4) Reactant: [Cl-].O[NH3+:3].[C:4](=[O:7])([O-])[OH:5].[Na+].CS(C)=O.[CH2:13]([C:17]1[N:18]=[C:19]([CH:48]2[CH2:50][CH2:49]2)[N:20]([C:39]2[CH:40]=[CH:41][C:42]3[O:46][CH2:45][CH2:44][C:43]=3[CH:47]=2)[C:21](=[O:38])[C:22]=1[CH2:23][C:24]1[CH:29]=[CH:28][C:27]([C:30]2[C:31]([C:36]#[N:37])=[CH:32][CH:33]=[CH:34][CH:35]=2)=[CH:26][CH:25]=1)[CH2:14][CH2:15][CH3:16]. Product: [CH2:13]([C:17]1[N:18]=[C:19]([CH:48]2[CH2:49][CH2:50]2)[N:20]([C:39]2[CH:40]=[CH:41][C:42]3[O:46][CH2:45][CH2:44][C:43]=3[CH:47]=2)[C:21](=[O:38])[C:22]=1[CH2:23][C:24]1[CH:29]=[CH:28][C:27]([C:30]2[CH:35]=[CH:34][CH:33]=[CH:32][C:31]=2[C:36]2[NH:3][C:4](=[O:7])[O:5][N:37]=2)=[CH:26][CH:25]=1)[CH2:14][CH2:15][CH3:16]. The catalyst class is: 13.